This data is from Forward reaction prediction with 1.9M reactions from USPTO patents (1976-2016). The task is: Predict the product of the given reaction. Given the reactants [NH2:1][C:2]1[CH:3]=[C:4]([CH:11]=[CH:12][C:13]=1[CH3:14])[C:5]([NH:7][CH:8]1[CH2:10][CH2:9]1)=[O:6].[C:15]1([CH3:25])[CH:20]=[CH:19]C(S(O)(=O)=O)=[CH:17][CH:16]=1.N[CH:27]([C:30]#[N:31])[C:28]#[N:29].[C:32]([O-:35])(=O)[CH3:33].[Na+].[OH-].[Na+], predict the reaction product. The product is: [NH2:31][C:30]1[N:1]([C:2]2[CH:3]=[C:4]([CH:11]=[CH:12][C:13]=2[CH3:14])[C:5]([NH:7][CH:8]2[CH2:9][CH2:10]2)=[O:6])[N:29]=[CH:28][C:27]=1[C:32](=[O:35])[C:33]1[CH:19]=[CH:20][C:15]([CH3:25])=[CH:16][CH:17]=1.